This data is from Forward reaction prediction with 1.9M reactions from USPTO patents (1976-2016). The task is: Predict the product of the given reaction. (1) Given the reactants [C:1]([NH:4][S:5]([C:8]1[CH:9]=[C:10]([C:17]2[CH:22]=[CH:21][CH:20]=[C:19]([S:23]([NH2:26])(=[O:25])=[O:24])[CH:18]=2)[C:11]([OH:16])=[C:12]([CH:14]=O)[CH:13]=1)(=[O:7])=[O:6])(=[O:3])[CH3:2].[NH2:27][C:28]1[CH:29]=[C:30]([CH:34]=[CH:35][C:36]=1[NH2:37])[C:31]([NH2:33])=[NH:32].C1(=O)C=CC(=O)C=C1, predict the reaction product. The product is: [C:1]([NH:4][S:5]([C:8]1[CH:13]=[C:12]([C:14]2[NH:37][C:36]3[CH:35]=[CH:34][C:30]([C:31]([NH2:33])=[NH:32])=[CH:29][C:28]=3[N:27]=2)[C:11]([OH:16])=[C:10]([C:17]2[CH:22]=[CH:21][CH:20]=[C:19]([S:23](=[O:25])(=[O:24])[NH2:26])[CH:18]=2)[CH:9]=1)(=[O:7])=[O:6])(=[O:3])[CH3:2]. (2) Given the reactants [CH3:1][O:2][C:3](=[O:24])[CH:4]([N:9]1[CH:14]=[CH:13][C:12]([O:15]CC2C=CC=CC=2)=[CH:11][C:10]1=[O:23])[CH2:5][CH:6]([CH3:8])[CH3:7], predict the reaction product. The product is: [CH3:1][O:2][C:3](=[O:24])[CH:4]([N:9]1[CH:14]=[CH:13][C:12]([OH:15])=[CH:11][C:10]1=[O:23])[CH2:5][CH:6]([CH3:8])[CH3:7]. (3) Given the reactants [OH-].[Na+].Cl.Cl.[OH:5][NH:6][C:7](=[O:30])/[CH:8]=[CH:9]/[C:10]1[CH:15]=[N:14][C:13]([NH:16][C@@H:17]2[CH2:21][CH2:20][N:19]([CH2:22][CH2:23][C:24]3[CH:29]=[CH:28][CH:27]=[CH:26][CH:25]=3)[CH2:18]2)=[CH:12][N:11]=1, predict the reaction product. The product is: [OH:5][NH:6][C:7](=[O:30])/[CH:8]=[CH:9]/[C:10]1[CH:15]=[N:14][C:13]([NH:16][C@@H:17]2[CH2:21][CH2:20][N:19]([CH2:22][CH2:23][C:24]3[CH:29]=[CH:28][CH:27]=[CH:26][CH:25]=3)[CH2:18]2)=[CH:12][N:11]=1. (4) Given the reactants Cl[C:2]1[CH:9]=[CH:8][C:7]([N+:10]([O-:12])=[O:11])=[CH:6][C:3]=1[C:4]#[N:5].C([O-])([O-])=O.[K+].[K+].[C:19]1([CH2:25][SH:26])[CH:24]=[CH:23][CH:22]=[CH:21][CH:20]=1, predict the reaction product. The product is: [CH2:25]([S:26][C:2]1[CH:9]=[CH:8][C:7]([N+:10]([O-:12])=[O:11])=[CH:6][C:3]=1[C:4]#[N:5])[C:19]1[CH:24]=[CH:23][CH:22]=[CH:21][CH:20]=1.